This data is from Peptide-MHC class I binding affinity with 185,985 pairs from IEDB/IMGT. The task is: Regression. Given a peptide amino acid sequence and an MHC pseudo amino acid sequence, predict their binding affinity value. This is MHC class I binding data. (1) The peptide sequence is KVTEVKGYTK. The MHC is HLA-A11:01 with pseudo-sequence HLA-A11:01. The binding affinity (normalized) is 0.505. (2) The peptide sequence is IEFIEVVRL. The MHC is HLA-A30:01 with pseudo-sequence HLA-A30:01. The binding affinity (normalized) is 0.0847.